Dataset: NCI-60 drug combinations with 297,098 pairs across 59 cell lines. Task: Regression. Given two drug SMILES strings and cell line genomic features, predict the synergy score measuring deviation from expected non-interaction effect. (1) Drug 1: C1=NC2=C(N=C(N=C2N1C3C(C(C(O3)CO)O)F)Cl)N. Drug 2: CNC(=O)C1=NC=CC(=C1)OC2=CC=C(C=C2)NC(=O)NC3=CC(=C(C=C3)Cl)C(F)(F)F. Cell line: NCI/ADR-RES. Synergy scores: CSS=39.2, Synergy_ZIP=-4.02, Synergy_Bliss=-2.44, Synergy_Loewe=-49.1, Synergy_HSA=-3.77. (2) Drug 1: CC1=C(C=C(C=C1)NC(=O)C2=CC=C(C=C2)CN3CCN(CC3)C)NC4=NC=CC(=N4)C5=CN=CC=C5. Drug 2: C1=CC=C(C(=C1)C(C2=CC=C(C=C2)Cl)C(Cl)Cl)Cl. Cell line: HCT-15. Synergy scores: CSS=-0.735, Synergy_ZIP=3.51, Synergy_Bliss=4.85, Synergy_Loewe=0.0116, Synergy_HSA=-0.872. (3) Drug 1: CNC(=O)C1=NC=CC(=C1)OC2=CC=C(C=C2)NC(=O)NC3=CC(=C(C=C3)Cl)C(F)(F)F. Cell line: OVCAR-4. Synergy scores: CSS=-7.64, Synergy_ZIP=5.87, Synergy_Bliss=1.71, Synergy_Loewe=-10.7, Synergy_HSA=-10.4. Drug 2: C1CN(P(=O)(OC1)NCCCl)CCCl. (4) Drug 1: C1CCC(CC1)NC(=O)N(CCCl)N=O. Drug 2: C1=NNC2=C1C(=O)NC=N2. Cell line: SN12C. Synergy scores: CSS=15.0, Synergy_ZIP=-1.48, Synergy_Bliss=1.05, Synergy_Loewe=-9.24, Synergy_HSA=0.280. (5) Synergy scores: CSS=37.1, Synergy_ZIP=-0.256, Synergy_Bliss=-0.272, Synergy_Loewe=-16.1, Synergy_HSA=-1.84. Cell line: HOP-92. Drug 2: N.N.Cl[Pt+2]Cl. Drug 1: C1CC(=O)NC(=O)C1N2C(=O)C3=CC=CC=C3C2=O. (6) Drug 1: CN1CCC(CC1)COC2=C(C=C3C(=C2)N=CN=C3NC4=C(C=C(C=C4)Br)F)OC. Drug 2: CC1OCC2C(O1)C(C(C(O2)OC3C4COC(=O)C4C(C5=CC6=C(C=C35)OCO6)C7=CC(=C(C(=C7)OC)O)OC)O)O. Cell line: LOX IMVI. Synergy scores: CSS=43.6, Synergy_ZIP=6.33, Synergy_Bliss=6.63, Synergy_Loewe=8.71, Synergy_HSA=9.74. (7) Drug 1: CC1CCC2CC(C(=CC=CC=CC(CC(C(=O)C(C(C(=CC(C(=O)CC(OC(=O)C3CCCCN3C(=O)C(=O)C1(O2)O)C(C)CC4CCC(C(C4)OC)O)C)C)O)OC)C)C)C)OC. Drug 2: CC1=C2C(C(=O)C3(C(CC4C(C3C(C(C2(C)C)(CC1OC(=O)C(C(C5=CC=CC=C5)NC(=O)OC(C)(C)C)O)O)OC(=O)C6=CC=CC=C6)(CO4)OC(=O)C)O)C)O. Cell line: HT29. Synergy scores: CSS=16.7, Synergy_ZIP=8.16, Synergy_Bliss=8.01, Synergy_Loewe=0.979, Synergy_HSA=5.93.